From a dataset of Reaction yield outcomes from USPTO patents with 853,638 reactions. Predict the reaction yield, written as a fraction of the theoretical maximum amount of product (1.0 means a 100% yield; for example, 0.34 means a 34% yield). (1) The reactants are Cl[C:2]1[N:7]=[C:6]([NH:8][CH:9]2[CH2:17][CH:16]3[N:12]([CH2:13][CH2:14][CH2:15]3)[C:11]([CH3:19])([CH3:18])[CH2:10]2)[C:5]([F:20])=[CH:4][N:3]=1.[O:21]1[CH2:25][CH2:24][C@@H:23]([O:26][C:27]2[CH:32]=[CH:31][C:30]([NH2:33])=[CH:29][C:28]=2[N:34]2[C:38](=[O:39])[N:37]([CH3:40])[N:36]=[N:35]2)[CH2:22]1. The catalyst is CC(O)C. The product is [NH3:3].[CH3:22][OH:21].[O:21]1[CH2:25][CH2:24][C@@H:23]([O:26][C:27]2[CH:32]=[CH:31][C:30]([NH:33][C:2]3[N:7]=[C:6]([NH:8][CH:9]4[CH2:17][CH:16]5[N:12]([CH2:13][CH2:14][CH2:15]5)[C:11]([CH3:19])([CH3:18])[CH2:10]4)[C:5]([F:20])=[CH:4][N:3]=3)=[CH:29][C:28]=2[N:34]2[C:38](=[O:39])[N:37]([CH3:40])[N:36]=[N:35]2)[CH2:22]1. The yield is 0.0100. (2) The reactants are [H-].[Na+].[Cl:3][C:4]1[CH:12]=[C:11]2[C:7]([CH:8]=[CH:9][NH:10]2)=[CH:6][N:5]=1.Cl[CH2:14][O:15][CH2:16][CH2:17][Si:18]([CH3:21])([CH3:20])[CH3:19]. The catalyst is CN(C=O)C. The product is [Cl:3][C:4]1[N:5]=[CH:6][C:7]2[CH:8]=[CH:9][N:10]([CH2:14][O:15][CH2:16][CH2:17][Si:18]([CH3:21])([CH3:20])[CH3:19])[C:11]=2[CH:12]=1. The yield is 0.820. (3) The reactants are [NH:1]1[C:5]2[CH:6]=[CH:7][C:8]([C:10]([OH:12])=O)=[CH:9][C:4]=2[N:3]=[CH:2]1.[CH3:13][O:14][C:15]1[CH:35]=[CH:34][C:18]([CH2:19][C:20]2[C:25]3[C@@H:26]4[C@H:31]([CH2:32][CH2:33][C:24]=3[CH:23]=[CH:22][CH:21]=2)[NH:30][CH2:29][CH2:28][CH2:27]4)=[CH:17][CH:16]=1. No catalyst specified. The product is [NH:1]1[C:5]2[CH:6]=[CH:7][C:8]([C:10]([N:30]3[C@@H:31]4[C@@H:26]([C:25]5[C:20]([CH2:19][C:18]6[CH:34]=[CH:35][C:15]([O:14][CH3:13])=[CH:16][CH:17]=6)=[CH:21][CH:22]=[CH:23][C:24]=5[CH2:33][CH2:32]4)[CH2:27][CH2:28][CH2:29]3)=[O:12])=[CH:9][C:4]=2[N:3]=[CH:2]1. The yield is 0.170.